Task: Regression. Given two drug SMILES strings and cell line genomic features, predict the synergy score measuring deviation from expected non-interaction effect.. Dataset: NCI-60 drug combinations with 297,098 pairs across 59 cell lines (1) Drug 1: CCC1=CC2CC(C3=C(CN(C2)C1)C4=CC=CC=C4N3)(C5=C(C=C6C(=C5)C78CCN9C7C(C=CC9)(C(C(C8N6C)(C(=O)OC)O)OC(=O)C)CC)OC)C(=O)OC.C(C(C(=O)O)O)(C(=O)O)O. Drug 2: CC1=C(C(CCC1)(C)C)C=CC(=CC=CC(=CC(=O)O)C)C. Cell line: LOX IMVI. Synergy scores: CSS=42.7, Synergy_ZIP=-1.28, Synergy_Bliss=-0.532, Synergy_Loewe=-2.10, Synergy_HSA=3.63. (2) Drug 1: CC1=C(C(CCC1)(C)C)C=CC(=CC=CC(=CC(=O)O)C)C. Drug 2: CCCCCOC(=O)NC1=NC(=O)N(C=C1F)C2C(C(C(O2)C)O)O. Cell line: NCIH23. Synergy scores: CSS=-0.640, Synergy_ZIP=2.18, Synergy_Bliss=1.79, Synergy_Loewe=-6.73, Synergy_HSA=-6.73. (3) Drug 1: C1CC(C1)(C(=O)O)C(=O)O.[NH2-].[NH2-].[Pt+2]. Drug 2: C1CN1C2=NC(=NC(=N2)N3CC3)N4CC4. Cell line: DU-145. Synergy scores: CSS=74.5, Synergy_ZIP=-3.58, Synergy_Bliss=-3.40, Synergy_Loewe=-1.53, Synergy_HSA=1.43. (4) Drug 1: CC1=C(C=C(C=C1)C(=O)NC2=CC(=CC(=C2)C(F)(F)F)N3C=C(N=C3)C)NC4=NC=CC(=N4)C5=CN=CC=C5. Drug 2: C1CN1C2=NC(=NC(=N2)N3CC3)N4CC4. Cell line: SK-OV-3. Synergy scores: CSS=9.78, Synergy_ZIP=-0.548, Synergy_Bliss=1.66, Synergy_Loewe=-10.6, Synergy_HSA=-0.336. (5) Drug 1: CN(CC1=CN=C2C(=N1)C(=NC(=N2)N)N)C3=CC=C(C=C3)C(=O)NC(CCC(=O)O)C(=O)O. Drug 2: C1C(C(OC1N2C=NC3=C2NC=NCC3O)CO)O. Cell line: NCIH23. Synergy scores: CSS=10.1, Synergy_ZIP=-1.18, Synergy_Bliss=-3.22, Synergy_Loewe=-35.1, Synergy_HSA=-5.13. (6) Drug 1: CS(=O)(=O)C1=CC(=C(C=C1)C(=O)NC2=CC(=C(C=C2)Cl)C3=CC=CC=N3)Cl. Drug 2: CN1CCC(CC1)COC2=C(C=C3C(=C2)N=CN=C3NC4=C(C=C(C=C4)Br)F)OC. Cell line: MCF7. Synergy scores: CSS=5.46, Synergy_ZIP=-3.17, Synergy_Bliss=2.78, Synergy_Loewe=1.58, Synergy_HSA=2.84. (7) Synergy scores: CSS=32.0, Synergy_ZIP=-0.987, Synergy_Bliss=-7.03, Synergy_Loewe=-34.0, Synergy_HSA=-7.56. Cell line: HT29. Drug 1: CC1=C2C(C(=O)C3(C(CC4C(C3C(C(C2(C)C)(CC1OC(=O)C(C(C5=CC=CC=C5)NC(=O)OC(C)(C)C)O)O)OC(=O)C6=CC=CC=C6)(CO4)OC(=O)C)OC)C)OC. Drug 2: CC1C(C(CC(O1)OC2CC(OC(C2O)C)OC3=CC4=CC5=C(C(=O)C(C(C5)C(C(=O)C(C(C)O)O)OC)OC6CC(C(C(O6)C)O)OC7CC(C(C(O7)C)O)OC8CC(C(C(O8)C)O)(C)O)C(=C4C(=C3C)O)O)O)O.